Dataset: Reaction yield outcomes from USPTO patents with 853,638 reactions. Task: Predict the reaction yield, written as a fraction of the theoretical maximum amount of product (1.0 means a 100% yield; for example, 0.34 means a 34% yield). (1) The reactants are [CH3:1][C:2]1[N:3]=[C:4]2[N:13]3[C:8]([C:9](=[O:27])[N:10]([CH2:15][CH2:16][CH2:17][CH2:18][NH:19][S:20]([C:23]([F:26])([F:25])[F:24])(=[O:22])=[O:21])[C:11](=[O:14])[C:12]=13)=[CH:7][CH:6]=[CH:5]2.[ClH:28]. The catalyst is CO. The product is [ClH:28].[CH3:1][C:2]1[N:3]=[C:4]2[N:13]3[C:8]([C:9](=[O:27])[N:10]([CH2:15][CH2:16][CH2:17][CH2:18][NH:19][S:20]([C:23]([F:25])([F:26])[F:24])(=[O:21])=[O:22])[C:11](=[O:14])[C:12]=13)=[CH:7][CH:6]=[CH:5]2. The yield is 0.888. (2) The reactants are [NH:1]1[CH:5]=[CH:4][CH:3]=[N:2]1.[H-].[Na+].Br[CH2:9][CH:10]1[CH2:15][CH2:14][CH2:13][CH2:12][CH2:11]1. The catalyst is CN(C)C=O. The product is [CH:10]1([CH2:9][N:1]2[CH:5]=[CH:4][CH:3]=[N:2]2)[CH2:15][CH2:14][CH2:13][CH2:12][CH2:11]1. The yield is 0.270. (3) The reactants are [CH:1]1[C:13]2[NH:12][C:11]3[C:6](=[CH:7][CH:8]=[CH:9][CH:10]=3)[C:5]=2[CH:4]=[CH:3][CH:2]=1.C[Mg]Cl.Cl[C:18]1[CH:23]=[CH:22][C:21]([O:24][CH3:25])=[CH:20][CH:19]=1.[Cl-].[NH4+]. The catalyst is C1(C)C=CC=CC=1.CC1(P(C(C)(C)C)C(C)(C)C)C(C2C=CC=CC=2)(C2C=CC=CC=2)C1.O.C1COCC1. The product is [O:24]([C:21]1[CH:22]=[CH:23][C:18]([N:12]2[C:11]3[CH:10]=[CH:9][CH:8]=[CH:7][C:6]=3[C:5]3[C:13]2=[CH:1][CH:2]=[CH:3][CH:4]=3)=[CH:19][CH:20]=1)[CH3:25]. The yield is 0.933. (4) The reactants are [F:1][C:2]1[CH:7]=[CH:6][CH:5]=[C:4]([F:8])[C:3]=1[N:9]1[C:14]2[N:15]=[C:16]([S:29][CH3:30])[N:17]=[C:18]([C:19]3[CH:20]=[C:21]([CH:25]=[CH:26][C:27]=3[CH3:28])[C:22](O)=[O:23])[C:13]=2[CH2:12][NH:11][C:10]1=[O:31].[CH2:32]([NH2:35])[CH2:33][CH3:34].CN(C(ON1N=NC2C=CC=NC1=2)=[N+](C)C)C.F[P-](F)(F)(F)(F)F.C(N(C(C)C)CC)(C)C. The catalyst is C(Cl)Cl.O. The product is [F:1][C:2]1[CH:7]=[CH:6][CH:5]=[C:4]([F:8])[C:3]=1[N:9]1[C:14]2[N:15]=[C:16]([S:29][CH3:30])[N:17]=[C:18]([C:19]3[CH:20]=[C:21]([CH:25]=[CH:26][C:27]=3[CH3:28])[C:22]([NH:35][CH2:32][CH2:33][CH3:34])=[O:23])[C:13]=2[CH2:12][NH:11][C:10]1=[O:31]. The yield is 0.840. (5) The reactants are [C:1]([O:4][C@@H:5]1[C@@H:10]([O:11][C:12](=[O:14])[CH3:13])[C@H:9]([O:15][C:16](=[O:18])[CH3:17])[C@@H:8]([O:19]/[C:20](/[C:29]([O:31][CH2:32][CH3:33])=[O:30])=[CH:21]\[C:22]2[CH:27]=[CH:26][CH:25]=[CH:24][C:23]=2F)[O:7][C@H:6]1[CH2:34][O:35][C:36](=[O:38])[CH3:37])(=[O:3])[CH3:2].[Cl:39]C1C=CC=CC=1CC(=O)C(OCC)=O.[H-].[Na+].[Br-].C(O[C@@H]1[C@@H](OC(=O)C)[C@@H](OC(=O)C)[C@@H](COC(=O)C)O[C@@H]1O)(=O)C. No catalyst specified. The product is [C:1]([O:4][C@H:5]1[C@@H:10]([O:11][C:12](=[O:14])[CH3:13])[C@H:9]([O:15][C:16](=[O:18])[CH3:17])[C@@H:8]([O:19]/[C:20](/[C:29]([O:31][CH2:32][CH3:33])=[O:30])=[CH:21]\[C:22]2[CH:27]=[CH:26][CH:25]=[CH:24][C:23]=2[Cl:39])[O:7][C@H:6]1[CH2:34][O:35][C:36](=[O:38])[CH3:37])(=[O:3])[CH3:2]. The yield is 0.360.